This data is from Catalyst prediction with 721,799 reactions and 888 catalyst types from USPTO. The task is: Predict which catalyst facilitates the given reaction. Reactant: [CH:1]1([N:4]2[C:13]3[C:8](=[CH:9][C:10]([F:18])=[C:11](F)[C:12]=3[CH:14]([F:16])[F:15])[C:7](=[O:19])[NH:6][C:5]2=[O:20])[CH2:3][CH2:2]1.[C:21]([O:25][C:26](=[O:35])[NH:27][C@H:28]([C@@H:30]1[CH2:34][CH2:33][NH:32][CH2:31]1)[CH3:29])([CH3:24])([CH3:23])[CH3:22].C(N(CC)CC)C.CS(C)=O. Product: [C:21]([O:25][C:26](=[O:35])[NH:27][C@H:28]([C@@H:30]1[CH2:34][CH2:33][N:32]([C:11]2[C:12]([CH:14]([F:16])[F:15])=[C:13]3[C:8]([C:7](=[O:19])[NH:6][C:5](=[O:20])[N:4]3[CH:1]3[CH2:3][CH2:2]3)=[CH:9][C:10]=2[F:18])[CH2:31]1)[CH3:29])([CH3:22])([CH3:23])[CH3:24]. The catalyst class is: 6.